From a dataset of Forward reaction prediction with 1.9M reactions from USPTO patents (1976-2016). Predict the product of the given reaction. (1) The product is: [Cl:19][C:16]1[CH:17]=[CH:18][C:13]([CH:11]2[CH2:12][NH:8][CH2:9][CH:10]2[N:21]([CH2:23][C:24]2[CH:29]=[CH:28][C:27]([C:30]([F:33])([F:31])[F:32])=[C:26]([F:34])[CH:25]=2)[CH3:22])=[CH:14][C:15]=1[F:20]. Given the reactants C([N:8]1[CH2:12][CH:11]([C:13]2[CH:18]=[CH:17][C:16]([Cl:19])=[C:15]([F:20])[CH:14]=2)[CH:10]([N:21]([CH2:23][C:24]2[CH:29]=[CH:28][C:27]([C:30]([F:33])([F:32])[F:31])=[C:26]([F:34])[CH:25]=2)[CH3:22])[CH2:9]1)C1C=CC=CC=1.ClC(OCC(Cl)(Cl)Cl)=O, predict the reaction product. (2) Given the reactants [F:1][C:2]1[CH:3]=[C:4]([C:32]#[N:33])[CH:5]=[C:6]2[C:10]=1[N:9]([C:11]([C:24]1[CH:29]=[CH:28][CH:27]=[CH:26][CH:25]=1)([C:18]1[CH:23]=[CH:22][CH:21]=[CH:20][CH:19]=1)[C:12]1[CH:17]=[CH:16][CH:15]=[CH:14][CH:13]=1)[N:8]=[C:7]2[CH:30]=[CH2:31].C(N(CC)CC)C.C(P(C(C)(C)C)C1C=CC=CC=1C1C=CC=CC=1)(C)(C)C.Br[C:63]1[CH:64]=[N:65][CH:66]=[CH:67][CH:68]=1, predict the reaction product. The product is: [F:1][C:2]1[CH:3]=[C:4]([C:32]#[N:33])[CH:5]=[C:6]2[C:10]=1[N:9]([C:11]([C:12]1[CH:13]=[CH:14][CH:15]=[CH:16][CH:17]=1)([C:24]1[CH:25]=[CH:26][CH:27]=[CH:28][CH:29]=1)[C:18]1[CH:23]=[CH:22][CH:21]=[CH:20][CH:19]=1)[N:8]=[C:7]2/[CH:30]=[CH:31]/[C:63]1[CH:64]=[N:65][CH:66]=[CH:67][CH:68]=1. (3) Given the reactants C[O:2][C:3](=[O:23])[C:4]1[CH:9]=[CH:8][C:7]([O:10][CH3:11])=[C:6]([S:12](=[O:22])(=[O:21])[N:13]([CH:15]2[CH2:20][CH2:19][CH2:18][CH2:17][CH2:16]2)[CH3:14])[CH:5]=1.[OH-].[Na+], predict the reaction product. The product is: [CH:15]1([N:13]([CH3:14])[S:12]([C:6]2[CH:5]=[C:4]([CH:9]=[CH:8][C:7]=2[O:10][CH3:11])[C:3]([OH:23])=[O:2])(=[O:22])=[O:21])[CH2:16][CH2:17][CH2:18][CH2:19][CH2:20]1. (4) Given the reactants [NH:1]1[CH:5]=[CH:4][C:3]([C:6]([NH:8][C:9]2[CH:14]=[CH:13][C:12]([C@@H:15]3[O:20][CH2:19][CH2:18][N:17]([C:21]([O:23][C:24]([CH3:27])([CH3:26])[CH3:25])=[O:22])[CH2:16]3)=[CH:11][CH:10]=2)=[O:7])=[N:2]1.Cl[C:29]1[N:34]=[CH:33][C:32]([C:35]([F:38])([F:37])[F:36])=[CH:31][N:30]=1.C(=O)([O-])[O-].[K+].[K+].O, predict the reaction product. The product is: [F:36][C:35]([F:38])([F:37])[C:32]1[CH:31]=[N:30][C:29]([N:1]2[CH:5]=[CH:4][C:3]([C:6]([NH:8][C:9]3[CH:14]=[CH:13][C:12]([C@@H:15]4[O:20][CH2:19][CH2:18][N:17]([C:21]([O:23][C:24]([CH3:27])([CH3:26])[CH3:25])=[O:22])[CH2:16]4)=[CH:11][CH:10]=3)=[O:7])=[N:2]2)=[N:34][CH:33]=1. (5) Given the reactants [Cl:1][C:2]1[CH:7]=[CH:6][C:5]([C:8]2([O:26][C@H:25]([CH2:27][O:28]C(=O)C)[C@@H:20]([O:21]C(=O)C)[C@H:15]([O:16]C(=O)C)[C@H:10]2[O:11]C(=O)C)[OH:9])=[CH:4][C:3]=1[CH2:32]Br.[F:34][C:35]1[CH:36]=[C:37](B(O)O)[CH:38]=[C:39]([F:43])[C:40]=1[O:41][CH3:42].C(=O)([O-])[O-].[K+].[K+], predict the reaction product. The product is: [Cl:1][C:2]1[CH:7]=[CH:6][C:5]([C@:8]2([O:26][C@H:25]([CH2:27][OH:28])[C@@H:20]([OH:21])[C@H:15]([OH:16])[C@H:10]2[OH:11])[OH:9])=[CH:4][C:3]=1[CH2:32][C:37]1[CH:36]=[C:35]([F:34])[C:40]([O:41][CH3:42])=[C:39]([F:43])[CH:38]=1. (6) Given the reactants N[C@@H:2]([CH3:5])[CH2:3][OH:4].[NH2:6][CH:7]1[CH2:11][CH2:10][O:9][CH2:8]1.Cl.FC1C=[C:16]([C@@H:22]([C:24]2C=N[N:27]([CH3:29])[CH:28]=2)N)[CH:17]=[CH:18]C=1OC.Cl.[NH2:31][C@@H:32]([C:35]1[CH:40]=[CH:39][C:38]([F:41])=[C:37]([Cl:42])[CH:36]=1)[CH2:33][OH:34], predict the reaction product. The product is: [Cl:42][C:37]1[CH:36]=[C:35]([C@H:32]([NH:31][C:3]([C:2]2[CH:5]=[C:22]3[C:16](=[CH:17][CH:18]=2)[CH:29]=[N:27][C:28]([NH:6][CH:7]2[CH2:11][CH2:10][O:9][CH2:8]2)=[CH:24]3)=[O:4])[CH2:33][OH:34])[CH:40]=[CH:39][C:38]=1[F:41]. (7) Given the reactants [Cl:1][C:2]1[CH:3]=[C:4]([N:10]2[CH:14]=[N:13][C:12]([C:15]([O:17]CC)=[O:16])=[N:11]2)[CH:5]=[C:6]([Cl:9])[C:7]=1[OH:8].[OH-].[Na+].Cl, predict the reaction product. The product is: [Cl:1][C:2]1[CH:3]=[C:4]([N:10]2[CH:14]=[N:13][C:12]([C:15]([OH:17])=[O:16])=[N:11]2)[CH:5]=[C:6]([Cl:9])[C:7]=1[OH:8]. (8) The product is: [Cl:13][C:10]1[CH:11]=[CH:12][C:7]([C:6]2[N:2]3[C:3]([S:15][CH2:17][C:18]([C:20]4[CH:25]=[CH:24][C:23]([CH3:26])=[CH:22][CH:21]=4)=[N:1]3)=[N:4][N:5]=2)=[C:8]([CH3:14])[CH:9]=1. Given the reactants [NH2:1][N:2]1[C:6]([C:7]2[CH:12]=[CH:11][C:10]([Cl:13])=[CH:9][C:8]=2[CH3:14])=[N:5][N:4]=[C:3]1[SH:15].Br[CH2:17][C:18]([C:20]1[CH:25]=[CH:24][C:23]([CH3:26])=[CH:22][CH:21]=1)=O, predict the reaction product.